Dataset: Reaction yield outcomes from USPTO patents with 853,638 reactions. Task: Predict the reaction yield, written as a fraction of the theoretical maximum amount of product (1.0 means a 100% yield; for example, 0.34 means a 34% yield). (1) The reactants are Br[C:2]1[CH:3]=[N:4][CH:5]=[N:6][CH:7]=1.[CH3:8][C:9]1[CH:14]=[CH:13][CH:12]=[CH:11][C:10]=1B(O)O.C(=O)([O-])[O-].[Na+].[Na+]. The catalyst is [Pd]. The product is [CH3:8][C:9]1[CH:14]=[CH:13][CH:12]=[CH:11][C:10]=1[C:2]1[CH:3]=[N:4][CH:5]=[N:6][CH:7]=1. The yield is 0.987. (2) The reactants are [Br:1][C:2]1[CH:14]=[C:13]2[C:5]([C:6]3[C:7](=[O:23])[C:8]4[CH:20]=[C:19]([O:21]C)[CH:18]=[CH:17][C:9]=4[C:10]([CH3:16])([CH3:15])[C:11]=3[NH:12]2)=[CH:4][CH:3]=1.[Cl-].[NH+]1C=CC=CC=1.O. The catalyst is C(OCC)(=O)C. The product is [Br:1][C:2]1[CH:14]=[C:13]2[C:5]([C:6]3[C:7](=[O:23])[C:8]4[CH:20]=[C:19]([OH:21])[CH:18]=[CH:17][C:9]=4[C:10]([CH3:16])([CH3:15])[C:11]=3[NH:12]2)=[CH:4][CH:3]=1. The yield is 1.00. (3) The reactants are COC1C=C(OC)C=CC=1C[NH:6][C:7]1[CH:16]=[N:15][C:14]2[C:9](=[CH:10][C:11]([CH3:17])=[CH:12][CH:13]=2)[N:8]=1.[C:24]([OH:30])([C:26]([F:29])([F:28])[F:27])=[O:25]. The catalyst is C(Cl)Cl. The product is [F:27][C:26]([F:29])([F:28])[C:24]([OH:30])=[O:25].[CH3:17][C:11]1[CH:10]=[C:9]2[C:14]([N:15]=[CH:16][C:7]([NH2:6])=[N:8]2)=[CH:13][CH:12]=1. The yield is 0.850. (4) The reactants are [CH:1](=[O:7])[CH2:2][CH2:3][CH2:4][CH2:5][CH3:6].[CH:8](=[O:12])[CH:9]([CH3:11])[CH3:10].N1CCC[C@H]1C(O)=O. The catalyst is CN(C)C=O.C(OCC)C. The product is [OH:12][C@H:8]([C@H:2]([CH2:3][CH2:4][CH2:5][CH3:6])[CH:1]=[O:7])[CH:9]([CH3:11])[CH3:10]. The yield is 0.800. (5) The reactants are Br[C:2]1[S:3][CH:4]=[CH:5][N:6]=1.[NH2:7][C:8]1[CH:9]=[CH:10][C:11]([Cl:15])=[C:12]([OH:14])[CH:13]=1.Cl. The catalyst is CCO. The product is [Cl:15][C:11]1[CH:10]=[CH:9][C:8]([NH:7][C:2]2[S:3][CH:4]=[CH:5][N:6]=2)=[CH:13][C:12]=1[OH:14]. The yield is 0.690. (6) The reactants are [OH:1][C:2]1[C:11]2[C:6](=[CH:7][CH:8]=[CH:9][CH:10]=2)[N:5]=[CH:4][C:3]=1[C:12]([OH:14])=O.CN(C(ON1N=NC2C=CC=CC1=2)=[N+](C)C)C.F[P-](F)(F)(F)(F)F.CCN(C(C)C)C(C)C.[CH3:48][C:49]1[CH:54]=[CH:53][C:52]([N+:55]([O-])=O)=[CH:51][C:50]=1[NH2:58].O.O.Cl[Sn]Cl.C([O-])(O)=O.[Na+]. The catalyst is C1COCC1. The product is [NH2:55][C:52]1[CH:53]=[CH:54][C:49]([CH3:48])=[C:50]([NH:58][C:12]([C:3]2[C:2](=[O:1])[C:11]3[C:6](=[CH:7][CH:8]=[CH:9][CH:10]=3)[NH:5][CH:4]=2)=[O:14])[CH:51]=1. The yield is 0.0800. (7) The reactants are [CH3:1][O:2][C:3](=[O:23])[C:4]([C:7]1[CH:8]=[N:9][C:10]([NH:13][C:14]2[C:15](=[O:22])[N:16]([CH3:21])[CH:17]=[C:18](Br)[CH:19]=2)=[CH:11][CH:12]=1)([CH3:6])[CH3:5].[B:24]1([B:24]2[O:28][C:27]([CH3:30])([CH3:29])[C:26]([CH3:32])([CH3:31])[O:25]2)[O:28][C:27]([CH3:30])([CH3:29])[C:26]([CH3:32])([CH3:31])[O:25]1.CC(C1C=C(C(C)C)C(C2C=CC=CC=2P(C2CCCCC2)C2CCCCC2)=C(C(C)C)C=1)C.C([O-])(=O)C.[K+]. The catalyst is C1C=CC(/C=C/C(/C=C/C2C=CC=CC=2)=O)=CC=1.C1C=CC(/C=C/C(/C=C/C2C=CC=CC=2)=O)=CC=1.[Pd]. The product is [CH3:1][O:2][C:3](=[O:23])[C:4]([CH3:6])([C:7]1[CH:8]=[N:9][C:10]([NH:13][C:14]2[C:15](=[O:22])[N:16]([CH3:21])[CH:17]=[C:18]([B:24]3[O:28][C:27]([CH3:30])([CH3:29])[C:26]([CH3:32])([CH3:31])[O:25]3)[CH:19]=2)=[CH:11][CH:12]=1)[CH3:5]. The yield is 0.560. (8) The reactants are [C:1]([NH:4][C@@H:5]1[C@@H:10]([O:11][C:12](=[O:14])[CH3:13])[C@H:9]([O:15][C:16](=[O:18])[CH3:17])[C@@H:8]([CH2:19][O:20][C:21](=[O:23])[CH3:22])[O:7][C@H:6]1[O:24][C@@H:25]1[C@H:34]([O:35][CH2:36][C:37]2[CH:42]=[CH:41][CH:40]=[CH:39][CH:38]=2)[C@@H:33]([O:43][CH2:44][C:45]2[CH:50]=[CH:49][CH:48]=[CH:47][CH:46]=2)[C@H:32]([CH3:51])[O:31][C@H:26]1[O:27]CC=C)(=[O:3])[CH3:2]. The catalyst is C1COCC1. The product is [C:1]([NH:4][C@@H:5]1[C@@H:10]([O:11][C:12](=[O:14])[CH3:13])[C@H:9]([O:15][C:16](=[O:18])[CH3:17])[C@@H:8]([CH2:19][O:20][C:21](=[O:23])[CH3:22])[O:7][C@H:6]1[O:24][C@@H:25]1[C@H:34]([O:35][CH2:36][C:37]2[CH:42]=[CH:41][CH:40]=[CH:39][CH:38]=2)[C@@H:33]([O:43][CH2:44][C:45]2[CH:50]=[CH:49][CH:48]=[CH:47][CH:46]=2)[C@H:32]([CH3:51])[O:31][C@H:26]1[OH:27])(=[O:3])[CH3:2]. The yield is 0.690. (9) The reactants are [CH3:1][C:2]1([CH3:46])[CH2:11][CH:10]([NH:12]C(=O)C)[C:9]2[C:4](=[CH:5][CH:6]=[C:7]([N:16]3[C:21](=[O:22])[C:20]([CH2:23][C:24]4[CH:29]=[CH:28][C:27]([C:30]5[CH:35]=[CH:34][CH:33]=[CH:32][C:31]=5[C:36]5[NH:40][C:39](=[O:41])[O:38][N:37]=5)=[CH:26][CH:25]=4)=[C:19]([CH2:42][CH2:43][CH3:44])[N:18]=[C:17]3[CH3:45])[CH:8]=2)[O:3]1. The catalyst is Cl.O1CCOCC1.C(OCC)(=O)C. The product is [NH2:12][CH:10]1[C:9]2[C:4](=[CH:5][CH:6]=[C:7]([N:16]3[C:21](=[O:22])[C:20]([CH2:23][C:24]4[CH:25]=[CH:26][C:27]([C:30]5[CH:35]=[CH:34][CH:33]=[CH:32][C:31]=5[C:36]5[NH:40][C:39](=[O:41])[O:38][N:37]=5)=[CH:28][CH:29]=4)=[C:19]([CH2:42][CH2:43][CH3:44])[N:18]=[C:17]3[CH3:45])[CH:8]=2)[O:3][C:2]([CH3:1])([CH3:46])[CH2:11]1. The yield is 0.900.